The task is: Predict the product of the given reaction.. This data is from Forward reaction prediction with 1.9M reactions from USPTO patents (1976-2016). (1) Given the reactants [O:1]1[C:5]2[CH:6]=[CH:7][CH:8]=[CH:9][C:4]=2[CH:3]=[C:2]1[C:10]1[N:14]2[N:15]=[C:16](Cl)[CH:17]=[CH:18][C:13]2=[N:12][CH:11]=1.Cl.[NH2:21][C@@H:22]1[CH2:26][CH2:25][CH2:24][C@@H:23]1[OH:27].C(=O)([O-])O.[Na+], predict the reaction product. The product is: [O:1]1[C:5]2[CH:6]=[CH:7][CH:8]=[CH:9][C:4]=2[CH:3]=[C:2]1[C:10]1[N:14]2[N:15]=[C:16]([NH:21][C@@H:22]3[CH2:26][CH2:25][CH2:24][C@@H:23]3[OH:27])[CH:17]=[CH:18][C:13]2=[N:12][CH:11]=1. (2) Given the reactants Cl.[Cl:2][C:3]1[S:7][C:6]([NH2:8])=[N:5][CH:4]=1.[Cl:9][C:10]1[CH:11]=[CH:12][C:13]([O:19][CH3:20])=[C:14]([CH:18]=1)[C:15](O)=[O:16].Cl.C(N=C=NCCCN(C)C)C.O.ON1C2C=CC=CC=2N=N1, predict the reaction product. The product is: [Cl:9][C:10]1[CH:11]=[CH:12][C:13]([O:19][CH3:20])=[C:14]([CH:18]=1)[C:15]([NH:8][C:6]1[S:7][C:3]([Cl:2])=[CH:4][N:5]=1)=[O:16].